Dataset: Reaction yield outcomes from USPTO patents with 853,638 reactions. Task: Predict the reaction yield, written as a fraction of the theoretical maximum amount of product (1.0 means a 100% yield; for example, 0.34 means a 34% yield). (1) The reactants are [CH2:1]([N:4]1[CH2:9][CH2:8][O:7][CH:6]([C:10]2[CH:15]=[CH:14][C:13]([OH:16])=[CH:12][CH:11]=2)[CH2:5]1)[CH2:2][CH3:3].[Br:17]N1C(=O)CCC1=O. The catalyst is ClCCl. The product is [Br:17][C:12]1[CH:11]=[C:10]([CH:6]2[O:7][CH2:8][CH2:9][N:4]([CH2:1][CH2:2][CH3:3])[CH2:5]2)[CH:15]=[CH:14][C:13]=1[OH:16]. The yield is 0.440. (2) The reactants are [C:1]([O:5][C@@H:6]([C:10]1[C:11]([I:24])=[C:12]2[C:19]3[CH2:20][CH2:21][CH2:22][CH2:23][C:18]=3[S:17][C:13]2=[N:14][C:15]=1[CH3:16])[C:7]([OH:9])=[O:8])([CH3:4])([CH3:3])[CH3:2].F[P-](F)(F)(F)(F)F.N1(OC(=[N+](C)C)N(C)C)C2C=CC=C[C:35]=2N=N1.C(N(C(C)C)C(C)C)C.CO. The catalyst is ClCCl. The product is [C:1]([O:5][C@@H:6]([C:10]1[C:11]([I:24])=[C:12]2[C:19]3[CH2:20][CH2:21][CH2:22][CH2:23][C:18]=3[S:17][C:13]2=[N:14][C:15]=1[CH3:16])[C:7]([O:9][CH3:35])=[O:8])([CH3:4])([CH3:2])[CH3:3]. The yield is 0.930. (3) The reactants are [CH3:1][O:2][C:3](=[O:37])[CH2:4][CH2:5][C:6]1[CH:11]=[CH:10][C:9]([O:12][CH2:13][CH2:14][C:15]2[N:16]=[C:17]([C:21]3[CH:26]=[CH:25][CH:24]=[CH:23][CH:22]=3)[O:18][C:19]=2[CH3:20])=[CH:8][C:7]=1[CH2:27][CH2:28][NH:29]C(OC(C)(C)C)=O.C(O)(C(F)(F)F)=O.O. The catalyst is C(Cl)Cl. The product is [CH3:1][O:2][C:3](=[O:37])[CH2:4][CH2:5][C:6]1[CH:11]=[CH:10][C:9]([O:12][CH2:13][CH2:14][C:15]2[N:16]=[C:17]([C:21]3[CH:22]=[CH:23][CH:24]=[CH:25][CH:26]=3)[O:18][C:19]=2[CH3:20])=[CH:8][C:7]=1[CH2:27][CH2:28][NH2:29]. The yield is 0.580. (4) The reactants are [NH2:1][C:2]1[C:7]2[N:8]=[C:9]([S:19][C:20]3[C:28]([I:29])=[CH:27][C:23]4[O:24][CH2:25][O:26][C:22]=4[CH:21]=3)[N:10]([CH2:11][CH2:12][CH2:13][C:14]([O:16]CC)=O)[C:6]=2[CH:5]=[CH:4][N:3]=1.[NH3:30]. The catalyst is CO. The product is [NH2:1][C:2]1[C:7]2[N:8]=[C:9]([S:19][C:20]3[C:28]([I:29])=[CH:27][C:23]4[O:24][CH2:25][O:26][C:22]=4[CH:21]=3)[N:10]([CH2:11][CH2:12][CH2:13][C:14]([NH2:30])=[O:16])[C:6]=2[CH:5]=[CH:4][N:3]=1. The yield is 0.400. (5) The reactants are [F:1][C:2]1[CH:3]=[C:4]([CH:7]=[CH:8][C:9]=1[C:10]([F:13])([F:12])[F:11])[CH:5]=[O:6].[N+:14]([CH:16](S(C1C=CC(C)=CC=1)(=O)=O)[CH3:17])#[C-:15].C(=O)([O-])[O-].[K+].[K+].O. The catalyst is CO. The product is [F:1][C:2]1[CH:3]=[C:4]([C:5]2[O:6][CH:15]=[N:14][C:16]=2[CH3:17])[CH:7]=[CH:8][C:9]=1[C:10]([F:11])([F:12])[F:13]. The yield is 0.820. (6) The reactants are [CH2:1]1N2CN3CN(C2)CN1C3.[C:11](O)(C(F)(F)F)=[O:12].[Br:18][C:19]1[CH:24]=[CH:23][C:22]([OH:25])=[CH:21][CH:20]=1.OS(O)(=O)=O.[OH2:31]. No catalyst specified. The product is [CH:1]([C:23]1[CH:24]=[C:19]([Br:18])[CH:20]=[C:21]([CH:11]=[O:12])[C:22]=1[OH:25])=[O:31]. The yield is 0.600. (7) The reactants are [F:1][C:2]1[CH:7]=[C:6]([CH2:8]OS(C)(=O)=O)[CH:5]=[C:4]([NH:14][CH2:15][C:16]2[CH:21]=[CH:20][C:19]([O:22][CH3:23])=[CH:18][CH:17]=2)[N:3]=1.[CH:24]([C:27]1[C:32](=[O:33])[NH:31][C:30](=[O:34])[NH:29][C:28]=1[O:35][C:36]1[CH:37]=[C:38]([CH:43]=[CH:44][C:45]#[N:46])[CH:39]=[C:40]([CH3:42])[CH:41]=1)([CH3:26])[CH3:25].C(=O)([O-])[O-].[K+].[K+].[I-].[Li+]. The catalyst is CN(C=O)C. The product is [F:1][C:2]1[CH:7]=[C:6]([CH2:8][N:29]2[C:28]([O:35][C:36]3[CH:37]=[C:38]([CH:43]=[CH:44][C:45]#[N:46])[CH:39]=[C:40]([CH3:42])[CH:41]=3)=[C:27]([CH:24]([CH3:26])[CH3:25])[C:32](=[O:33])[NH:31][C:30]2=[O:34])[CH:5]=[C:4]([NH:14][CH2:15][C:16]2[CH:21]=[CH:20][C:19]([O:22][CH3:23])=[CH:18][CH:17]=2)[N:3]=1. The yield is 0.460. (8) The reactants are [CH:1]1[C:14]2[NH:13][C:12]3[C:7](=[CH:8][CH:9]=[CH:10][CH:11]=3)[O:6][C:5]=2[CH:4]=[CH:3][CH:2]=1.[H-].[Na+].Br[CH2:18][C:19]([O:21][CH2:22][CH3:23])=[O:20].O. The catalyst is CN(C)C=O. The product is [CH2:22]([O:21][C:19](=[O:20])[CH2:18][N:13]1[C:14]2[CH:1]=[CH:2][CH:3]=[CH:4][C:5]=2[O:6][C:7]2[C:12]1=[CH:11][CH:10]=[CH:9][CH:8]=2)[CH3:23]. The yield is 0.390. (9) The reactants are Br.[CH2:2]([O:4][C:5]([C:7]1[C:11]([CH3:12])=[C:10]([C:13]2[CH:18]=[CH:17][CH:16]=[C:15]([NH2:19])[C:14]=2[OH:20])[N:9]([CH3:21])[C:8]=1[CH3:22])=[O:6])[CH3:3].[N:23]([O-])=O.[Na+].[CH2:27]1[C:35]2[C:30](=[CH:31][C:32]([N:36]3[C:40](=[O:41])[CH2:39][C:38]([CH3:42])=[N:37]3)=[CH:33][CH:34]=2)[CH2:29][CH2:28]1.C(=O)(O)[O-].[Na+]. The catalyst is Cl. The product is [CH2:2]([O:4][C:5]([C:7]1[C:11]([CH3:12])=[C:10]([C:13]2[CH:18]=[CH:17][CH:16]=[C:15]([NH:19][N:23]=[C:39]3[C:40](=[O:41])[N:36]([C:32]4[CH:31]=[C:30]5[C:35](=[CH:34][CH:33]=4)[CH2:27][CH2:28][CH2:29]5)[N:37]=[C:38]3[CH3:42])[C:14]=2[OH:20])[N:9]([CH3:21])[C:8]=1[CH3:22])=[O:6])[CH3:3]. The yield is 0.258.